This data is from CYP2C19 inhibition data for predicting drug metabolism from PubChem BioAssay. The task is: Regression/Classification. Given a drug SMILES string, predict its absorption, distribution, metabolism, or excretion properties. Task type varies by dataset: regression for continuous measurements (e.g., permeability, clearance, half-life) or binary classification for categorical outcomes (e.g., BBB penetration, CYP inhibition). Dataset: cyp2c19_veith. (1) The molecule is COC(=O)Cn1c(C(=O)N2CCCC2)cc2c1C[C@H]1CN(C(=O)c3ccccc3)[C@@](Cc3ccc(F)cc3)(C(=O)OC)[C@@H]21. The result is 0 (non-inhibitor). (2) The molecule is CC(O)CNCc1ccc(-c2ccccc2)cc1.Cl. The result is 0 (non-inhibitor). (3) The result is 1 (inhibitor). The drug is Cc1ccc(C2CC2C(=O)NN)cc1. (4) The molecule is COc1cc2cc3c4cc(OC)c(OC)cc4cc[n+]3c(C)c2cc1OC.O.[Cl-]. The result is 0 (non-inhibitor). (5) The compound is CC(=O)O[C@H]1C[C@@H](O[C@H]2[C@@H](O)C[C@@H](O[C@H]3[C@@H](O)C[C@@H](O[C@@H]4CC[C@@]5(C)[C@@H](CC[C@@]6(C)[C@@]7(O)CC[C@H](C8=CC(=O)OC8)[C@@]7(C)[C@@H](O)C[C@]56C)C4)O[C@H]3C)O[C@H]2C)O[C@@H](C)[C@H]1O[C@H]1O[C@@H](CO)[C@@H](O)[C@@H](O)[C@@H]1O. The result is 0 (non-inhibitor). (6) The drug is O=C(Cn1nnc(-c2ccccc2)n1)OCc1ccccc1. The result is 1 (inhibitor). (7) The molecule is COC(=O)c1ccc(OCC2c3cc(OC)c(OC)cc3CCN2C(=O)C2CC2)cc1. The result is 1 (inhibitor).